Dataset: Reaction yield outcomes from USPTO patents with 853,638 reactions. Task: Predict the reaction yield, written as a fraction of the theoretical maximum amount of product (1.0 means a 100% yield; for example, 0.34 means a 34% yield). (1) The reactants are [Cl:1][CH2:2][C:3]1[CH:10]=[CH:9][C:6]([CH2:7][OH:8])=[CH:5][CH:4]=1.O[C:12]1[CH:17]=[CH:16][C:15]([CH2:18][CH2:19][C:20]([O:22][CH3:23])=[O:21])=[CH:14][CH:13]=1.C1(P(C2C=CC=CC=2)C2C=CC=CC=2)C=CC=CC=1.N(C(OCC)=O)=NC(OCC)=O. The catalyst is C1(C)C=CC=CC=1.O1CCCC1. The product is [Cl:1][CH2:2][C:3]1[CH:10]=[CH:9][C:6]([CH2:7][O:8][C:12]2[CH:17]=[CH:16][C:15]([CH2:18][CH2:19][C:20]([O:22][CH3:23])=[O:21])=[CH:14][CH:13]=2)=[CH:5][CH:4]=1. The yield is 0.540. (2) The reactants are Cl.[N:2]1[CH:7]=[CH:6][CH:5]=[CH:4][C:3]=1[C:8]1[CH2:9][CH2:10][NH:11][CH2:12][CH:13]=1.C=O.[F:16][C:17]1[CH:18]=[C:19]([CH:23]=[CH:24][C:25]=1[F:26])[C:20]([NH2:22])=[O:21].[C:27](=O)([O-])[O-].[K+].[K+]. The product is [N:2]1[CH:7]=[CH:6][CH:5]=[CH:4][C:3]=1[C:8]1[CH2:9][CH2:10][N:11]([CH2:27][NH:22][C:20](=[O:21])[C:19]2[CH:23]=[CH:24][C:25]([F:26])=[C:17]([F:16])[CH:18]=2)[CH2:12][CH:13]=1. The yield is 0.550. The catalyst is C(O)C. (3) The reactants are [H-].[Na+].[NH:3]1[CH:7]=[N:6][CH:5]=[N:4]1.CS(O[C@H:13]1[CH2:18][CH2:17][C@H:16]([NH:19][C:20]([O:22][C:23]([CH3:26])([CH3:25])[CH3:24])=[O:21])[CH2:15][CH2:14]1)(=O)=O. The catalyst is CN(C)C=O. The product is [N:3]1([C@@H:13]2[CH2:14][CH2:15][C@H:16]([NH:19][C:20](=[O:21])[O:22][C:23]([CH3:25])([CH3:24])[CH3:26])[CH2:17][CH2:18]2)[CH:7]=[N:6][CH:5]=[N:4]1. The yield is 0.860. (4) The product is [CH2:2]([NH:4][C:5](=[O:6])[NH:7][C:8]1[CH:13]=[CH:12][C:11]([C:14]2[C:15]3[CH2:28][N:27]([C:35]([O:37][CH2:38][CH3:39])=[O:36])[CH2:26][C:16]=3[N:17]=[C:18]([N:20]3[CH2:25][CH2:24][O:23][CH2:22][CH2:21]3)[N:19]=2)=[CH:10][CH:9]=1)[CH3:3]. The catalyst is C1COCC1. The yield is 0.330. The reactants are Cl.[CH2:2]([NH:4][C:5]([NH:7][C:8]1[CH:13]=[CH:12][C:11]([C:14]2[C:15]3[CH2:28][NH:27][CH2:26][C:16]=3[N:17]=[C:18]([N:20]3[CH2:25][CH2:24][O:23][CH2:22][CH2:21]3)[N:19]=2)=[CH:10][CH:9]=1)=[O:6])[CH3:3].C([O-])(O)=O.[Na+].Cl[C:35]([O:37][CH2:38][CH3:39])=[O:36]. (5) The reactants are [Cl:1][C:2]1[C:10]([C:11]([F:14])([F:13])[F:12])=[CH:9][CH:8]=[CH:7][C:3]=1[C:4]([OH:6])=O.C(Cl)(=O)C(Cl)=O.O1CCCC1.[NH2:26][C:27]1[CH:28]=[C:29]([CH:46]=[CH:47][CH:48]=1)[O:30][C:31]1[CH:32]=[CH:33][C:34]2[N:35]([CH:37]=[C:38]([NH:40][C:41]([CH:43]3[CH2:45][CH2:44]3)=[O:42])[N:39]=2)[N:36]=1. The catalyst is CN(C)C=O.CN1CCCC1=O. The product is [Cl:1][C:2]1[C:10]([C:11]([F:14])([F:13])[F:12])=[CH:9][CH:8]=[CH:7][C:3]=1[C:4]([NH:26][C:27]1[CH:48]=[CH:47][CH:46]=[C:29]([O:30][C:31]2[CH:32]=[CH:33][C:34]3[N:35]([CH:37]=[C:38]([NH:40][C:41]([CH:43]4[CH2:44][CH2:45]4)=[O:42])[N:39]=3)[N:36]=2)[CH:28]=1)=[O:6]. The yield is 0.680. (6) The reactants are Cl[C:2]1[C:7]([C:8]([O:10][CH2:11][CH3:12])=[O:9])=[CH:6][N:5]=[C:4]([Cl:13])[CH:3]=1.[F:14][C:15]1[CH:16]=[C:17]([CH2:21][CH2:22][NH2:23])[CH:18]=[CH:19][CH:20]=1.C([O-])([O-])=O.[K+].[K+]. The catalyst is CN(C=O)C. The product is [Cl:13][C:4]1[CH:3]=[C:2]([NH:23][CH2:22][CH2:21][C:17]2[CH:18]=[CH:19][CH:20]=[C:15]([F:14])[CH:16]=2)[C:7]([C:8]([O:10][CH2:11][CH3:12])=[O:9])=[CH:6][N:5]=1. The yield is 0.340. (7) The reactants are C(OC(N1CCN(C2C=C3C(C(=O)C(C(O[CH2:30][C:31](=[O:56])[NH:32][C:33]4[CH:38]=[CH:37][C:36]([CH:39]([P:48]([O:53]CC)([O:50]CC)=[O:49])[P:40]([O:45]CC)([O:42]CC)=[O:41])=[CH:35][CH:34]=4)=O)=CN3C3CC3)=CC=2F)CC1)=O)(C)(C)C.C(O[C:64]([N:66]1CCC[C@H]2[CH2:72][N:73]([C:75]3[C:84](OC)=[C:83]4[C:78]([C:79](=[O:114])[C:80]([C:90]([O:92]CC(=O)NC(P(OCC)(OCC)=O)P(OCC)(OCC)=O)=[O:91])=[CH:81][N:82]4[CH:87]4[CH2:89][CH2:88]4)=[CH:77][C:76]=3[F:115])[CH2:74][C@@H:67]12)=O)(C)(C)C. No catalyst specified. The product is [P:40]([CH:39]([P:48]([OH:50])([OH:53])=[O:49])[C:36]1[CH:37]=[CH:38][C:33]([NH:32][C:31]([CH2:30][C:81]2[N:82]([CH:87]3[CH2:88][CH2:89]3)[C:83]3[C:78]([C:79](=[O:114])[C:80]=2[C:90]([OH:92])=[O:91])=[CH:77][C:76]([F:115])=[C:75]([N:73]2[CH2:74][CH2:67][NH:66][CH2:64][CH2:72]2)[CH:84]=3)=[O:56])=[CH:34][CH:35]=1)([OH:42])([OH:45])=[O:41]. The yield is 0.580.